This data is from Catalyst prediction with 721,799 reactions and 888 catalyst types from USPTO. The task is: Predict which catalyst facilitates the given reaction. (1) Reactant: [CH2:1]([C:4]1[C:12]2[O:11][N:10]=[C:9]([C:13]([F:16])([F:15])[F:14])[C:8]=2[CH:7]=[CH:6][C:5]=1[O:17][CH2:18][CH2:19][CH:20](OCCCBr)[NH:21][CH3:22])[CH2:2][CH3:3].[CH2:28]([N:31]=[C:32]=[O:33])[CH2:29][CH3:30]. Product: [CH2:28]([NH:31][C:32](=[O:33])[N:21]([CH3:22])[CH2:20][CH2:19][CH2:18][O:17][C:5]1[CH:6]=[CH:7][C:8]2[C:9]([C:13]([F:16])([F:15])[F:14])=[N:10][O:11][C:12]=2[C:4]=1[CH2:1][CH2:2][CH3:3])[CH2:29][CH3:30]. The catalyst class is: 17. (2) Reactant: [ClH:1].O1CCOCC1.OC(C(F)(F)F)=O.OC(C(F)(F)F)=O.[CH3:22][C:23]1[S:24][C:25]2[CH:31]=[CH:30][C:29]([NH:32][C:33]([N:35]3[CH2:40][CH2:39][N:38](C(OC(C)(C)C)=O)[CH2:37][CH:36]3[CH2:48][O:49][C:50]3[CH:51]=[N:52][CH:53]=[CH:54][CH:55]=3)=[O:34])=[CH:28][C:26]=2[N:27]=1. Product: [ClH:1].[CH3:22][C:23]1[S:24][C:25]2[CH:31]=[CH:30][C:29]([NH:32][C:33]([N:35]3[CH2:40][CH2:39][NH:38][CH2:37][CH:36]3[CH2:48][O:49][C:50]3[CH:51]=[N:52][CH:53]=[CH:54][CH:55]=3)=[O:34])=[CH:28][C:26]=2[N:27]=1. The catalyst class is: 5. (3) Reactant: Br[C:2]1[CH:11]=[C:10]2[C:5]([CH:6]=[CH:7][C:8]([C@H:12]([OH:14])[CH3:13])=[CH:9]2)=[CH:4][CH:3]=1.[C:15]([SiH2:19][O:20][C:21]([CH3:38])([CH3:37])[C@@:22]([CH3:36])([CH:34]=[CH2:35])[C:23]([N:25]1[C@H:29]([CH:30]([CH3:32])[CH3:31])[CH2:28][O:27][C:26]1=[O:33])=[O:24])([CH3:18])([CH3:17])[CH3:16].C1(C)C=CC=CC=1P(C1C=CC=CC=1C)C1C=CC=CC=1C.C1(CNCC2CCCCC2)CCCCC1. Product: [C:15]([SiH2:19][O:20][C:21]([CH3:37])([CH3:38])[C@@:22]([CH3:36])(/[CH:34]=[CH:35]/[C:2]1[CH:3]=[CH:4][C:5]2[C:10](=[CH:9][C:8]([C@H:12]([OH:14])[CH3:13])=[CH:7][CH:6]=2)[CH:11]=1)[C:23]([N:25]1[C@H:29]([CH:30]([CH3:31])[CH3:32])[CH2:28][O:27][C:26]1=[O:33])=[O:24])([CH3:18])([CH3:17])[CH3:16]. The catalyst class is: 160. (4) Reactant: C(OC([N:8]1[CH2:16][C:15]2[C:10](=[CH:11][CH:12]=[C:13]([C:17]3([OH:24])[CH2:22][CH2:21][N:20]([CH3:23])[CH2:19][CH2:18]3)[CH:14]=2)[CH2:9]1)=O)(C)(C)C.[ClH:25]. Product: [ClH:25].[ClH:25].[CH2:9]1[C:10]2[C:15](=[CH:14][C:13]([C:17]3([OH:24])[CH2:22][CH2:21][N:20]([CH3:23])[CH2:19][CH2:18]3)=[CH:12][CH:11]=2)[CH2:16][NH:8]1. The catalyst class is: 1. (5) Reactant: [Cl:1][C:2]1[N:3]=[N:4][C:5]([N:10]2[CH2:15][CH2:14][NH:13][CH2:12][CH2:11]2)=[C:6]([CH3:9])[C:7]=1[CH3:8].[CH3:16][O:17][C:18]([C:20]1[C:21]([C:27]([F:30])([F:29])[F:28])=[N:22][C:23](Cl)=[N:24][CH:25]=1)=[O:19].C(N(C(C)C)CC)(C)C. Product: [CH3:16][O:17][C:18]([C:20]1[C:21]([C:27]([F:30])([F:28])[F:29])=[N:22][C:23]([N:13]2[CH2:14][CH2:15][N:10]([C:5]3[N:4]=[N:3][C:2]([Cl:1])=[C:7]([CH3:8])[C:6]=3[CH3:9])[CH2:11][CH2:12]2)=[N:24][CH:25]=1)=[O:19]. The catalyst class is: 12. (6) Reactant: [F:1][C:2]1[CH:10]=[CH:9][C:5]([C:6]([OH:8])=O)=[CH:4][CH:3]=1.C(N(CC)CC)C.OC1C2N=NNC=2C=CC=1.[ClH:28].[C:29]([C:33]1[N:38]=[C:37]([N:39]2[CH2:44][CH2:43][N:42]([CH2:45][CH2:46][CH2:47][CH2:48][NH:49][CH3:50])[CH2:41][CH2:40]2)[CH:36]=[C:35]([CH:51]2[CH2:54][CH2:53][CH2:52]2)[N:34]=1)([CH3:32])([CH3:31])[CH3:30].Cl.C(N=C=NCCCN(C)C)C. Product: [ClH:28].[C:29]([C:33]1[N:38]=[C:37]([N:39]2[CH2:40][CH2:41][N:42]([CH2:45][CH2:46][CH2:47][CH2:48][N:49]([CH3:50])[C:6](=[O:8])[C:5]3[CH:4]=[CH:3][C:2]([F:1])=[CH:10][CH:9]=3)[CH2:43][CH2:44]2)[CH:36]=[C:35]([CH:51]2[CH2:54][CH2:53][CH2:52]2)[N:34]=1)([CH3:32])([CH3:30])[CH3:31]. The catalyst class is: 9.